From a dataset of Forward reaction prediction with 1.9M reactions from USPTO patents (1976-2016). Predict the product of the given reaction. (1) Given the reactants [CH2:1]([O:3][C:4]([N:6]1[C:15]2[C:10](=[N:11][C:12]([O:16][CH3:17])=[CH:13][CH:14]=2)[C@@H:9]([NH:18][C:19]2[N:24]=[C:23]([CH2:25][C:26]3[CH:31]=[C:30]([C:32]([F:35])([F:34])[F:33])[CH:29]=[C:28]([C:36]([F:39])([F:38])[F:37])[CH:27]=3)[C:22]([CH2:40][CH2:41][C:42](=[NH:45])[NH:43][OH:44])=[CH:21][N:20]=2)[CH2:8][C@H:7]1[CH2:46][CH3:47])=[O:5])[CH3:2].C1N=CN([C:53](N2C=NC=C2)=[O:54])C=1, predict the reaction product. The product is: [CH2:1]([O:3][C:4]([N:6]1[C:15]2[C:10](=[N:11][C:12]([O:16][CH3:17])=[CH:13][CH:14]=2)[C@@H:9]([NH:18][C:19]2[N:24]=[C:23]([CH2:25][C:26]3[CH:27]=[C:28]([C:36]([F:39])([F:38])[F:37])[CH:29]=[C:30]([C:32]([F:33])([F:34])[F:35])[CH:31]=3)[C:22]([CH2:40][CH2:41][C:42]3[NH:45][C:53](=[O:54])[O:44][N:43]=3)=[CH:21][N:20]=2)[CH2:8][C@H:7]1[CH2:46][CH3:47])=[O:5])[CH3:2]. (2) Given the reactants [OH2:1].Cl[C:3]1[CH:12]=[C:11]2[C:6]([CH:7]=[CH:8][C:9](/[CH:13]=[CH:14]/[C:15]3[CH:16]=C([C@@H](O)CCC4C=CC=CC=4C(OC)=O)[CH:18]=[CH:19][CH:20]=3)=[N:10]2)=[CH:5][CH:4]=1.[CH3:35][CH:36]1[CH2:40][CH2:39][CH2:38][O:37]1.[CH3:41][Mg]Cl.[Li+].[Cl-:45].[CH3:46][CH2:47][CH2:48][CH2:49][CH2:50][CH2:51][CH3:52], predict the reaction product. The product is: [Cl:45][C:3]1[CH:12]=[C:11]2[C:6]([CH:7]=[CH:8][C:9](/[CH:13]=[CH:14]/[C:15]3[CH:16]=[C:35]([C@@H:36]([OH:37])[CH2:40][CH2:39][C:38]4[CH:52]=[CH:51][CH:50]=[CH:49][C:48]=4[C:47]([OH:1])([CH3:41])[CH3:46])[CH:18]=[CH:19][CH:20]=3)=[N:10]2)=[CH:5][CH:4]=1. (3) Given the reactants [Br:1][C:2]1[CH:7]=[CH:6][C:5]([CH:8]([NH2:10])[CH3:9])=[CH:4][CH:3]=1.C=O.[C:13]([O-])(=O)C.[Na+].C([BH3-])#N.[Na+].C(=O)([O-])O.[Na+], predict the reaction product. The product is: [Br:1][C:2]1[CH:7]=[CH:6][C:5]([CH:8]([NH:10][CH3:13])[CH3:9])=[CH:4][CH:3]=1. (4) Given the reactants [CH2:1]([O:4][C:5]1[CH:6]=[CH:7][CH:8]=[C:9]2[C:14]=1[CH:13]=[N+:12]([O-])[CH:11]=[CH:10]2)[CH2:2][CH3:3].O=P(Cl)(Cl)[Cl:18], predict the reaction product. The product is: [Cl:18][C:13]1[C:14]2[C:9](=[CH:8][CH:7]=[CH:6][C:5]=2[O:4][CH2:1][CH2:2][CH3:3])[CH:10]=[CH:11][N:12]=1. (5) Given the reactants [C:1]([O:5][C:6]([NH:8][C@:9]1([C:14]([OH:16])=O)[CH2:11][C@H:10]1[CH2:12][CH3:13])=[O:7])([CH3:4])([CH3:3])[CH3:2].[CH3:17][C:18]1([O:21][S:22](=[O:25])(=[O:24])[NH2:23])[CH2:20][CH2:19]1.CN(C(ON1N=NC2C=CC=NC1=2)=[N+](C)C)C.F[P-](F)(F)(F)(F)F.CCN(C(C)C)C(C)C, predict the reaction product. The product is: [C:1]([O:5][C:6](=[O:7])[NH:8][C@:9]1([C:14]([NH:23][S:22]([O:21][C:18]2([CH3:17])[CH2:20][CH2:19]2)(=[O:25])=[O:24])=[O:16])[CH2:11][C@H:10]1[CH2:12][CH3:13])([CH3:2])([CH3:3])[CH3:4]. (6) Given the reactants C(N(CC)CC)C.[C:8]([N:15]1[CH:19]=[CH:18]N=C1)(N1C=CN=C1)=[S:9].C(Cl)Cl.NC1C=[CH:31][C:27]([C:28]([OH:30])=[O:29])=[C:26]([N+:33]([O-:35])=[O:34])[CH:25]=1, predict the reaction product. The product is: [N:15]([C:19]1[CH:18]=[CH:31][C:27]([C:28]([OH:30])=[O:29])=[C:26]([N+:33]([O-:35])=[O:34])[CH:25]=1)=[C:8]=[S:9]. (7) Given the reactants [C:1]([O:5][C:6]([NH:8][CH:9]([CH2:13][CH:14]1[CH2:18][CH2:17][CH2:16][CH2:15]1)[C:10](O)=[O:11])=[O:7])([CH3:4])([CH3:3])[CH3:2].CN1CCOCC1.ClC(OCC(C)C)=O.[BH4-].[Na+], predict the reaction product. The product is: [CH:14]1([CH2:13][CH:9]([NH:8][C:6](=[O:7])[O:5][C:1]([CH3:3])([CH3:2])[CH3:4])[CH2:10][OH:11])[CH2:15][CH2:16][CH2:17][CH2:18]1. (8) Given the reactants C([O:4][C@@H:5]1[C@H:9]([O:10][CH2:11][C:12]2[CH:17]=[CH:16][CH:15]=[CH:14][CH:13]=2)[C@:8]([CH2:20][O:21][CH2:22][C:23]2[CH:28]=[CH:27][CH:26]=[CH:25][CH:24]=2)([CH:18]=[CH2:19])[O:7][C@H:6]1[N:29]1[CH:34]=[CH:33][C:32](=[O:35])[NH:31][C:30]1=[O:36])(=O)C.CO, predict the reaction product. The product is: [CH2:11]([O:10][C@@H:9]1[C@:8]([CH2:20][O:21][CH2:22][C:23]2[CH:28]=[CH:27][CH:26]=[CH:25][CH:24]=2)([CH:18]=[CH2:19])[O:7][C@@H:6]([N:29]2[CH:34]=[CH:33][C:32](=[O:35])[NH:31][C:30]2=[O:36])[C@@H:5]1[OH:4])[C:12]1[CH:13]=[CH:14][CH:15]=[CH:16][CH:17]=1.